Task: Predict the product of the given reaction.. Dataset: Forward reaction prediction with 1.9M reactions from USPTO patents (1976-2016) (1) Given the reactants [C-:1]#[N:2].[Na+].Cl.[CH3:5][NH:6][CH3:7].[C:8]1([C:14]2[N:15]=[C:16]([CH:19]=O)[S:17][CH:18]=2)[CH:13]=[CH:12][CH:11]=[CH:10][CH:9]=1, predict the reaction product. The product is: [CH3:5][N:6]([CH3:7])[CH:19]([C:16]1[S:17][CH:18]=[C:14]([C:8]2[CH:13]=[CH:12][CH:11]=[CH:10][CH:9]=2)[N:15]=1)[C:1]#[N:2]. (2) Given the reactants COC1C=CC(C(C2C=CC(OC)=CC=2)(C2C=CC=CC=2)[NH:10][C:11]2[CH2:12][O:13][CH2:14][C:15]([F:41])([F:40])[C@:16]([C:19]3[CH:24]=[C:23]([N:25]=C(C4C=CC=CC=4)C4C=CC=CC=4)[CH:22]=[CH:21][C:20]=3[F:39])([CH3:18])[N:17]=2)=CC=1.FC(F)(F)C(O)=O, predict the reaction product. The product is: [NH2:25][C:23]1[CH:22]=[CH:21][C:20]([F:39])=[C:19]([C@:16]2([CH3:18])[C:15]([F:40])([F:41])[CH2:14][O:13][CH2:12][C:11]([NH2:10])=[N:17]2)[CH:24]=1.